Dataset: Reaction yield outcomes from USPTO patents with 853,638 reactions. Task: Predict the reaction yield, written as a fraction of the theoretical maximum amount of product (1.0 means a 100% yield; for example, 0.34 means a 34% yield). (1) The reactants are Br[C:2]1[CH:3]=[C:4]2[C:8](=[CH:9][CH:10]=1)[C@@H:7]([OH:11])[CH2:6][CH2:5]2.[CH3:12][C:13]1[CH:18]=[CH:17][CH:16]=[C:15]([CH3:19])[C:14]=1B(O)O. No catalyst specified. The product is [CH3:12][C:13]1[CH:18]=[CH:17][CH:16]=[C:15]([CH3:19])[C:14]=1[C:2]1[CH:3]=[C:4]2[C:8](=[CH:9][CH:10]=1)[C@@H:7]([OH:11])[CH2:6][CH2:5]2. The yield is 0.360. (2) The reactants are [OH-].[K+].C(=O)(OC)[O:4][C:5]1[CH:10]=[C:9]([N+:11]([O-:13])=[O:12])[C:8]([C:14]([CH3:17])([CH3:16])[CH3:15])=[CH:7][C:6]=1[Cl:18].Cl. The catalyst is CO. The product is [C:14]([C:8]1[C:9]([N+:11]([O-:13])=[O:12])=[CH:10][C:5]([OH:4])=[C:6]([Cl:18])[CH:7]=1)([CH3:17])([CH3:15])[CH3:16]. The yield is 0.680.